This data is from Catalyst prediction with 721,799 reactions and 888 catalyst types from USPTO. The task is: Predict which catalyst facilitates the given reaction. (1) Reactant: [F:1][C:2]([F:29])([F:28])[O:3][C:4]1[CH:9]=[CH:8][CH:7]=[CH:6][C:5]=1[C:10]1[C:20]2[O:19][CH2:18][CH2:17][N:16](C(OC(C)(C)C)=O)[CH2:15][C:14]=2[CH:13]=[CH:12][CH:11]=1.C(OCC)(=O)C.[ClH:36]. Product: [ClH:36].[F:29][C:2]([F:1])([F:28])[O:3][C:4]1[CH:9]=[CH:8][CH:7]=[CH:6][C:5]=1[C:10]1[C:20]2[O:19][CH2:18][CH2:17][NH:16][CH2:15][C:14]=2[CH:13]=[CH:12][CH:11]=1. The catalyst class is: 13. (2) Reactant: [Cl:1][C:2]1[CH:7]=[CH:6][C:5]([CH:8]([C:15]2[CH:20]=[CH:19][C:18]([Cl:21])=[CH:17][CH:16]=2)[N:9]2[CH2:14][CH2:13][NH:12][CH2:11][CH2:10]2)=[CH:4][CH:3]=1.[C:22]1([CH:28]([C:39]2[CH:44]=[CH:43][CH:42]=[CH:41][CH:40]=2)[N:29]2[CH:33]=[CH:32][N:31]([CH2:34][C:35](O)=[O:36])[C:30]2=[O:38])[CH:27]=[CH:26][CH:25]=[CH:24][CH:23]=1.C(Cl)CCl. Product: [CH:28]([N:29]1[CH2:33][CH2:32][N:31]([CH2:34][C:35]([N:12]2[CH2:11][CH2:10][N:9]([CH:8]([C:5]3[CH:4]=[CH:3][C:2]([Cl:1])=[CH:7][CH:6]=3)[C:15]3[CH:20]=[CH:19][C:18]([Cl:21])=[CH:17][CH:16]=3)[CH2:14][CH2:13]2)=[O:36])[C:30]1=[O:38])([C:22]1[CH:27]=[CH:26][CH:25]=[CH:24][CH:23]=1)[C:39]1[CH:44]=[CH:43][CH:42]=[CH:41][CH:40]=1. The catalyst class is: 3. (3) Reactant: Cl[CH2:2][CH2:3][CH2:4][C:5]([C:7]1[CH:12]=[CH:11][C:10]([CH2:13][C:14](N(OC)C)=[O:15])=[CH:9][CH:8]=1)=[O:6].[OH-:20].[K+].Cl. Product: [CH:4]1([C:5]([C:7]2[CH:8]=[CH:9][C:10]([CH2:13][C:14]([OH:15])=[O:20])=[CH:11][CH:12]=2)=[O:6])[CH2:3][CH2:2]1. The catalyst class is: 8. (4) Reactant: C(OC(=O)[NH:7][C@H:8]1[CH2:13][CH2:12][C@@H:11]([NH:14][C:15]([C:17]2[CH:18]=[N:19][C:20]([C:23]3[CH:28]=[CH:27][CH:26]=[C:25]([F:29])[CH:24]=3)=[CH:21][CH:22]=2)=[O:16])[CH2:10][CH2:9]1)(C)(C)C.Cl. Product: [NH2:7][C@@H:8]1[CH2:9][CH2:10][C@H:11]([NH:14][C:15](=[O:16])[C:17]2[CH:22]=[CH:21][C:20]([C:23]3[CH:28]=[CH:27][CH:26]=[C:25]([F:29])[CH:24]=3)=[N:19][CH:18]=2)[CH2:12][CH2:13]1. The catalyst class is: 12.